Dataset: Forward reaction prediction with 1.9M reactions from USPTO patents (1976-2016). Task: Predict the product of the given reaction. Given the reactants [C:1]([O:9][CH2:10][C:11]1[C:15](Br)=[C:14]([CH3:17])[O:13][N:12]=1)(=[O:8])[C:2]1[CH:7]=[CH:6][CH:5]=[CH:4][CH:3]=1.COC1C=CC=C(OC)C=1C1C=CC=CC=1P(C1CCCCC1)C1CCCCC1.[CH3:47][C:48]1([CH3:55])[C:52]([CH3:54])([CH3:53])[O:51][BH:50][O:49]1.CCN(CC)CC, predict the reaction product. The product is: [C:1]([O:9][CH2:10][C:11]1[C:15]([B:50]2[O:51][C:52]([CH3:54])([CH3:53])[C:48]([CH3:55])([CH3:47])[O:49]2)=[C:14]([CH3:17])[O:13][N:12]=1)(=[O:8])[C:2]1[CH:7]=[CH:6][CH:5]=[CH:4][CH:3]=1.